From a dataset of Forward reaction prediction with 1.9M reactions from USPTO patents (1976-2016). Predict the product of the given reaction. (1) Given the reactants C(N(CC)C(C)C)(C)C.[NH2:10][CH2:11][CH:12]([OH:14])[CH3:13].[Cl:15][C:16]1[CH:38]=[CH:37][C:19]([CH2:20][NH:21][C:22]([C:24]2[C:25](=[O:36])[C:26]3[CH:33]=[C:32]([CH2:34]Cl)[O:31][C:27]=3[N:28]([CH3:30])[CH:29]=2)=[O:23])=[CH:18][CH:17]=1.O, predict the reaction product. The product is: [Cl:15][C:16]1[CH:38]=[CH:37][C:19]([CH2:20][NH:21][C:22]([C:24]2[C:25](=[O:36])[C:26]3[CH:33]=[C:32]([CH2:34][NH:10][CH2:11][CH:12]([OH:14])[CH3:13])[O:31][C:27]=3[N:28]([CH3:30])[CH:29]=2)=[O:23])=[CH:18][CH:17]=1. (2) The product is: [Cl:27][C:28]1[C:29]([F:54])=[C:30]([NH:34][C:35]2[N:44]=[CH:43][C:42]3[C:37](=[CH:38][C:39]([O:52][CH3:53])=[C:40]([O:45][CH:46]4[CH2:47][CH2:48][N:49]([C:70]([C:68]5[O:67][N:66]=[C:65]([CH3:64])[CH:69]=5)=[O:71])[CH2:50][CH2:51]4)[CH:41]=3)[N:36]=2)[CH:31]=[CH:32][CH:33]=1. Given the reactants CN(C(ON1N=NC2C=CC=NC1=2)=[N+](C)C)C.F[P-](F)(F)(F)(F)F.Cl.Cl.[Cl:27][C:28]1[C:29]([F:54])=[C:30]([NH:34][C:35]2[N:44]=[CH:43][C:42]3[C:37](=[CH:38][C:39]([O:52][CH3:53])=[C:40]([O:45][CH:46]4[CH2:51][CH2:50][NH:49][CH2:48][CH2:47]4)[CH:41]=3)[N:36]=2)[CH:31]=[CH:32][CH:33]=1.C(N(C(C)C)CC)(C)C.[CH3:64][C:65]1[CH:69]=[C:68]([C:70](O)=[O:71])[O:67][N:66]=1, predict the reaction product. (3) Given the reactants [C:1]([O:4][CH2:5][C:6]1[CH:11]=[CH:10][C:9]([CH2:12][N:13]2[CH:21]=[N:20][C:19]3[C:14]2=[N:15][C:16](I)=[N:17][C:18]=3[NH2:22])=[CH:8][CH:7]=1)(=[O:3])[CH3:2], predict the reaction product. The product is: [C:1]([O:4][CH2:5][C:6]1[CH:11]=[CH:10][C:9]([CH2:12][N:13]2[CH:21]=[N:20][C:19]3[C:14]2=[N:15][C:16]([CH2:5][CH2:6][CH2:7][CH3:8])=[N:17][C:18]=3[NH2:22])=[CH:8][CH:7]=1)(=[O:3])[CH3:2]. (4) Given the reactants [Cl:1][C:2]1[C:3]([F:27])=[C:4]([NH:9][C:10]2[C:19]3[C:14](=[CH:15][C:16]([O:21][C@H:22]4[CH2:26][CH2:25][O:24][CH2:23]4)=[C:17]([NH2:20])[CH:18]=3)[N:13]=[CH:12][N:11]=2)[CH:5]=[CH:6][C:7]=1[Cl:8].[Br:28][CH2:29]/[CH:30]=[CH:31]/[C:32](Cl)=[O:33].CCO, predict the reaction product. The product is: [Br:28][CH2:29]/[CH:30]=[CH:31]/[C:32]([NH:20][C:17]1[CH:18]=[C:19]2[C:14](=[CH:15][C:16]=1[O:21][C@H:22]1[CH2:26][CH2:25][O:24][CH2:23]1)[N:13]=[CH:12][N:11]=[C:10]2[NH:9][C:4]1[CH:5]=[CH:6][C:7]([Cl:8])=[C:2]([Cl:1])[C:3]=1[F:27])=[O:33].